This data is from Forward reaction prediction with 1.9M reactions from USPTO patents (1976-2016). The task is: Predict the product of the given reaction. (1) Given the reactants [Cl:1][C:2]1[CH:7]=[CH:6][CH:5]=[C:4]([F:8])[C:3]=1[NH:9][C:10]1[NH:14][C:13]2[C:15]([N+:24]([O-])=O)=[C:16]([OH:23])[C:17]([C:19]([O:21][CH3:22])=[O:20])=[CH:18][C:12]=2[N:11]=1.C(O)(=O)C, predict the reaction product. The product is: [NH2:24][C:15]1[C:13]2[NH:14][C:10]([NH:9][C:3]3[C:4]([F:8])=[CH:5][CH:6]=[CH:7][C:2]=3[Cl:1])=[N:11][C:12]=2[CH:18]=[C:17]([C:19]([O:21][CH3:22])=[O:20])[C:16]=1[OH:23]. (2) Given the reactants [NH2:1][C:2]1[C:11]([C:12]([O:14]CC)=[O:13])=[CH:10][CH:9]=[C:8]2[C:3]=1[C:4]([C:19]1[CH:24]=[CH:23][CH:22]=[C:21]([O:25][CH3:26])[CH:20]=1)=[N:5][C:6]([S:17][CH3:18])=[N:7]2.[OH-].[K+].Cl, predict the reaction product. The product is: [NH2:1][C:2]1[C:11]([C:12]([OH:14])=[O:13])=[CH:10][CH:9]=[C:8]2[C:3]=1[C:4]([C:19]1[CH:24]=[CH:23][CH:22]=[C:21]([O:25][CH3:26])[CH:20]=1)=[N:5][C:6]([S:17][CH3:18])=[N:7]2.